From a dataset of Peptide-MHC class I binding affinity with 185,985 pairs from IEDB/IMGT. Regression. Given a peptide amino acid sequence and an MHC pseudo amino acid sequence, predict their binding affinity value. This is MHC class I binding data. (1) The peptide sequence is DYPDDFMDK. The MHC is HLA-B40:01 with pseudo-sequence HLA-B40:01. The binding affinity (normalized) is 0.0847. (2) The peptide sequence is GRDHVRVTL. The MHC is HLA-B58:01 with pseudo-sequence HLA-B58:01. The binding affinity (normalized) is 0.0847. (3) The peptide sequence is IYRILQRGLL. The MHC is HLA-B08:01 with pseudo-sequence HLA-B08:01. The binding affinity (normalized) is 0.274. (4) The peptide sequence is TPLHKYCVNL. The MHC is HLA-B35:01 with pseudo-sequence HLA-B35:01. The binding affinity (normalized) is 0.177. (5) The peptide sequence is SPRSRNRSF. The MHC is HLA-B51:01 with pseudo-sequence HLA-B51:01. The binding affinity (normalized) is 0.0847.